Dataset: Full USPTO retrosynthesis dataset with 1.9M reactions from patents (1976-2016). Task: Predict the reactants needed to synthesize the given product. Given the product [NH2:2][C:1](=[N:15][OH:16])[C:3]1[CH:4]=[C:5]([CH:10]=[CH:11][C:12]=1[O:13][CH3:14])[C:6]([O:8][CH3:9])=[O:7], predict the reactants needed to synthesize it. The reactants are: [C:1]([C:3]1[CH:4]=[C:5]([CH:10]=[CH:11][C:12]=1[O:13][CH3:14])[C:6]([O:8][CH3:9])=[O:7])#[N:2].[NH2:15][OH:16].